Dataset: Forward reaction prediction with 1.9M reactions from USPTO patents (1976-2016). Task: Predict the product of the given reaction. (1) Given the reactants [OH:1][CH:2]([C:4]1([C:10]([O:12][CH2:13][CH3:14])=[O:11])[CH2:9][O:8][CH2:7][O:6][CH2:5]1)[CH3:3].[C:15]1([CH3:25])[CH:20]=[CH:19][C:18]([S:21](Cl)(=[O:23])=[O:22])=[CH:17][CH:16]=1.O, predict the reaction product. The product is: [S:21]([O:1][CH:2]([C:4]1([C:10]([O:12][CH2:13][CH3:14])=[O:11])[CH2:9][O:8][CH2:7][O:6][CH2:5]1)[CH3:3])([C:18]1[CH:19]=[CH:20][C:15]([CH3:25])=[CH:16][CH:17]=1)(=[O:23])=[O:22]. (2) Given the reactants [Si:1]([O:8][CH2:9][CH2:10][N:11]1[CH:15]=[C:14](B2OC(C)(C)C(C)(C)O2)[CH:13]=[N:12]1)([C:4]([CH3:7])([CH3:6])[CH3:5])([CH3:3])[CH3:2].Br[C:26]1[CH:27]=[C:28]2[C:32](=[CH:33][CH:34]=1)[N:31]([CH2:35][O:36][CH2:37][CH2:38][Si:39]([CH3:42])([CH3:41])[CH3:40])[N:30]=[C:29]2[C:43]([O:45][CH3:46])=[O:44], predict the reaction product. The product is: [Si:1]([O:8][CH2:9][CH2:10][N:11]1[CH:15]=[C:14]([C:26]2[CH:27]=[C:28]3[C:32](=[CH:33][CH:34]=2)[N:31]([CH2:35][O:36][CH2:37][CH2:38][Si:39]([CH3:42])([CH3:40])[CH3:41])[N:30]=[C:29]3[C:43]([O:45][CH3:46])=[O:44])[CH:13]=[N:12]1)([C:4]([CH3:5])([CH3:6])[CH3:7])([CH3:2])[CH3:3]. (3) Given the reactants [Cl-].[F:2][C:3]1[CH:24]=[CH:23][C:6]2[C:7]([NH:16][C@@H:17]3[CH2:22][CH2:21][CH2:20][NH2+:19][CH2:18]3)=[N:8][C:9]3[CH:10]=[CH:11][NH:12][C:13](=[O:15])[C:14]=3[C:5]=2[CH:4]=1.C(N(CC)CC)C.CN(C(ON1N=NC2C=CC=NC1=2)=[N+](C)C)C.F[P-](F)(F)(F)(F)F.[C:56]([CH2:58][C:59](O)=[O:60])#[N:57], predict the reaction product. The product is: [F:2][C:3]1[CH:24]=[CH:23][C:6]2[C:7]([NH:16][C@@H:17]3[CH2:22][CH2:21][CH2:20][N:19]([C:59](=[O:60])[CH2:58][C:56]#[N:57])[CH2:18]3)=[N:8][C:9]3[CH:10]=[CH:11][NH:12][C:13](=[O:15])[C:14]=3[C:5]=2[CH:4]=1. (4) Given the reactants [N:1]1[C:10]2[C:5](=[CH:6][C:7]([CH2:11][N:12]3[C:16]4=[N:17][C:18]([C:21](=O)[CH3:22])=[CH:19][N:20]=[C:15]4[N:14]=[N:13]3)=[CH:8][CH:9]=2)[CH:4]=[CH:3][CH:2]=1.Cl.[CH3:25][O:26][NH2:27].C(N(CC)CC)C, predict the reaction product. The product is: [CH3:25][O:26]/[N:27]=[C:21](/[C:18]1[N:17]=[C:16]2[N:12]([CH2:11][C:7]3[CH:6]=[C:5]4[C:10](=[CH:9][CH:8]=3)[N:1]=[CH:2][CH:3]=[CH:4]4)[N:13]=[N:14][C:15]2=[N:20][CH:19]=1)\[CH3:22]. (5) Given the reactants [CH3:1][O:2][C:3]1[CH:8]=[C:7]([N+:9]([O-])=O)[CH:6]=[CH:5][C:4]=1[C:12]1[CH:17]=[CH:16][N:15]=[C:14]([NH2:18])[CH:13]=1.O.O.[Sn](Cl)(Cl)(Cl)Cl.[OH-].[NH4+], predict the reaction product. The product is: [NH2:9][C:7]1[CH:6]=[CH:5][C:4]([C:12]2[CH:17]=[CH:16][N:15]=[C:14]([NH2:18])[CH:13]=2)=[C:3]([O:2][CH3:1])[CH:8]=1. (6) Given the reactants [NH2:1][C:2]1[C:3]2[NH:10][CH:9]=[C:8]([C@@H:11]3[N:15](C(OC(C)(C)C)=O)[C@H:14]([CH2:23][O:24][C:25](=[O:38])[CH:26]([NH:30]C(OC(C)(C)C)=O)[CH:27]([CH3:29])[CH3:28])[C@H:13]4[O:39]C(C)(C)[O:41][C@@H:12]34)[C:4]=2[N:5]=[CH:6][N:7]=1.O.[S:45](=[O:49])(=[O:48])([OH:47])[OH:46].C(O)C, predict the reaction product. The product is: [S:45]([OH:49])([OH:48])(=[O:47])=[O:46].[NH2:30][CH:26]([CH:27]([CH3:29])[CH3:28])[C:25]([O:24][CH2:23][C@@H:14]1[C@@H:13]([OH:39])[C@@H:12]([OH:41])[C@H:11]([C:8]2[C:4]3[N:5]=[CH:6][N:7]=[C:2]([NH2:1])[C:3]=3[NH:10][CH:9]=2)[NH:15]1)=[O:38]. (7) Given the reactants [CH3:1][S:2](Cl)(=[O:4])=[O:3].CC[N:8]([CH:12]([CH3:14])[CH3:13])[CH:9]([CH3:11])C.[Cl:15]CCl, predict the reaction product. The product is: [Cl:15][CH2:14][C:12]1[N:8]([S:2]([CH3:1])(=[O:4])=[O:3])[CH:9]=[CH:11][CH:13]=1.